This data is from Forward reaction prediction with 1.9M reactions from USPTO patents (1976-2016). The task is: Predict the product of the given reaction. (1) Given the reactants Cl[C:2]1[C:3]([CH:5]=[C:6]([NH:10][C:11]2[C:20]3[C:15](=[CH:16][C:17]([O:23][CH2:24][CH2:25][O:26][CH3:27])=[C:18]([O:21][CH3:22])[CH:19]=3)[N:14]=[CH:13][N:12]=2)[C:7](=[O:9])[CH:8]=1)=[O:4].[CH3:28][NH:29][C:30]1[CH:35]=[CH:34][CH:33]=[CH:32][CH:31]=1, predict the reaction product. The product is: [CH3:22][O:21][C:18]1[CH:19]=[C:20]2[C:15](=[CH:16][C:17]=1[O:23][CH2:24][CH2:25][O:26][CH3:27])[N:14]=[CH:13][N:12]=[C:11]2[NH:10][C:6]1[C:7]([CH:8]=[C:2]([N:29]([CH3:28])[C:30]2[CH:35]=[CH:34][CH:33]=[CH:32][CH:31]=2)[C:3](=[O:4])[CH:5]=1)=[O:9]. (2) The product is: [F:1][C:2]1[CH:7]=[CH:6][C:5]([C:8]2[C:13]([C:14]3[CH:15]=[N:16][C:17]([CH2:20][NH2:21])=[CH:18][CH:19]=3)=[CH:12][CH:11]=[CH:10][N:9]=2)=[CH:4][C:3]=1[CH3:22]. Given the reactants [F:1][C:2]1[CH:7]=[CH:6][C:5]([C:8]2[C:13]([C:14]3[CH:15]=[N:16][C:17]([C:20]#[N:21])=[CH:18][CH:19]=3)=[CH:12][CH:11]=[CH:10][N:9]=2)=[CH:4][C:3]=1[CH3:22].Cl, predict the reaction product.